From a dataset of Forward reaction prediction with 1.9M reactions from USPTO patents (1976-2016). Predict the product of the given reaction. Given the reactants C(O)(=O)C(O)=O.[C:7]([O:11][C:12]([N:14]1[CH2:20][C:16]2([NH:19][CH2:18][CH2:17]2)[CH2:15]1)=[O:13])([CH3:10])([CH3:9])[CH3:8].C(N(CC)CC)C.[F:28][C:29]1[CH:34]=[CH:33][C:32]([S:35](Cl)(=[O:37])=[O:36])=[CH:31][CH:30]=1, predict the reaction product. The product is: [F:28][C:29]1[CH:34]=[CH:33][C:32]([S:35]([N:19]2[C:16]3([CH2:15][N:14]([C:12]([O:11][C:7]([CH3:10])([CH3:8])[CH3:9])=[O:13])[CH2:20]3)[CH2:17][CH2:18]2)(=[O:37])=[O:36])=[CH:31][CH:30]=1.